This data is from Reaction yield outcomes from USPTO patents with 853,638 reactions. The task is: Predict the reaction yield, written as a fraction of the theoretical maximum amount of product (1.0 means a 100% yield; for example, 0.34 means a 34% yield). (1) The reactants are C(OC(=O)[NH:7][CH2:8][CH2:9][S:10][C:11]1[CH:16]=[C:15]([C:17]2[C:21]3[CH2:22][N:23]([S:26]([CH3:29])(=[O:28])=[O:27])[CH2:24][CH2:25][C:20]=3[N:19]([CH2:30][CH:31]([OH:45])[CH2:32][N:33]3[CH2:38][CH2:37][CH:36]([N:39]4[CH2:43][CH2:42][CH2:41][C:40]4=[O:44])[CH2:35][CH2:34]3)[N:18]=2)[CH:14]=[CH:13][C:12]=1[C:46]([F:49])([F:48])[F:47])(C)(C)C.FC(F)(F)C(O)=O.C([SiH](CC)CC)C. The catalyst is C(Cl)Cl. The product is [NH2:7][CH2:8][CH2:9][S:10][C:11]1[CH:16]=[C:15]([C:17]2[C:21]3[CH2:22][N:23]([S:26]([CH3:29])(=[O:28])=[O:27])[CH2:24][CH2:25][C:20]=3[N:19]([CH2:30][CH:31]([OH:45])[CH2:32][N:33]3[CH2:34][CH2:35][CH:36]([N:39]4[CH2:43][CH2:42][CH2:41][C:40]4=[O:44])[CH2:37][CH2:38]3)[N:18]=2)[CH:14]=[CH:13][C:12]=1[C:46]([F:49])([F:47])[F:48]. The yield is 0.570. (2) The reactants are Br[C:2]1[CH:3]=[CH:4][C:5]2[N:9]=[CH:8][N:7]([CH3:10])[C:6]=2[CH:11]=1.[NH2:12][C:13]1[CH:14]=[C:15](B(O)O)[CH:16]=[CH:17][CH:18]=1.C([O-])([O-])=O.[K+].[K+]. The catalyst is O1CCOCC1.C1C=CC(P(C2C=CC=CC=2)[C-]2C=CC=C2)=CC=1.C1C=CC(P(C2C=CC=CC=2)[C-]2C=CC=C2)=CC=1.Cl[Pd]Cl.[Fe+2]. The product is [CH3:10][N:7]1[C:6]2[CH:11]=[C:2]([C:17]3[CH:18]=[C:13]([CH:14]=[CH:15][CH:16]=3)[NH2:12])[CH:3]=[CH:4][C:5]=2[N:9]=[CH:8]1. The yield is 0.567. (3) The reactants are B(F)(F)F.[CH3:5][CH2:6][O:7]CC.[C:10]([O:13][C@H:14]1[O:31][C@H:30]([CH2:32][O:33][C:34](=O)[CH3:35])[C@@H:25]([O:26][C:27](=[O:29])[CH3:28])[C@H:20]([O:21][C:22](=[O:24])[CH3:23])[C@@H:15]1[O:16]C(=O)C)(=[O:12])[CH3:11].[CH2:37](O)C#C.C(=O)([O-])[O-].[K+].[K+]. The catalyst is ClCCl. The product is [C:6]([O:31][C@H:30]1[C@@H:25]([O:26][C:27](=[O:29])[CH3:28])[C@H:20]([O:21][C:22](=[O:24])[CH3:23])[C@@H:15]([CH2:14][O:13][C:10](=[O:12])[CH3:11])[O:16][C@@H:32]1[O:33][CH2:34][C:35]#[CH:37])(=[O:7])[CH3:5]. The yield is 1.00. (4) The catalyst is [Cu](I)I.CN(C=O)C. The reactants are [OH:1][C:2]1[CH:3]=[CH:4][C:5]2[N:9]=[C:8]([CH2:10][O:11][C:12]3[CH:13]=[C:14]([CH:19]=[CH:20][CH:21]=3)[C:15]([O:17][CH3:18])=[O:16])[N:7]([CH3:22])[C:6]=2[CH:23]=1.[Cl:24][C:25]1[CH:26]=[C:27]([F:32])[C:28](F)=[N:29][CH:30]=1.N1C2C(=CC=C3C=2N=CC=C3)C=CC=1.C(=O)([O-])[O-].[Cs+].[Cs+]. The yield is 0.700. The product is [Cl:24][C:25]1[CH:26]=[C:27]([F:32])[C:28]([O:1][C:2]2[CH:3]=[CH:4][C:5]3[N:9]=[C:8]([CH2:10][O:11][C:12]4[CH:13]=[C:14]([CH:19]=[CH:20][CH:21]=4)[C:15]([O:17][CH3:18])=[O:16])[N:7]([CH3:22])[C:6]=3[CH:23]=2)=[N:29][CH:30]=1. (5) The reactants are [CH2:1]([O:3][C:4](=[O:18])[C:5]1[CH:10]=[C:9]([N:11]2[CH2:16][CH2:15][CH2:14][CH2:13][CH2:12]2)[CH:8]=[CH:7][C:6]=1[NH2:17])[CH3:2].C(N(CC)CC)C.[CH3:26][O:27][C:28]1[CH:29]=[C:30]([CH:34]=[CH:35][C:36]=1[O:37][CH3:38])[C:31](Cl)=[O:32]. The catalyst is C(Cl)Cl. The product is [CH2:1]([O:3][C:4](=[O:18])[C:5]1[CH:10]=[C:9]([N:11]2[CH2:16][CH2:15][CH2:14][CH2:13][CH2:12]2)[CH:8]=[CH:7][C:6]=1[NH:17][C:31](=[O:32])[C:30]1[CH:34]=[CH:35][C:36]([O:37][CH3:38])=[C:28]([O:27][CH3:26])[CH:29]=1)[CH3:2]. The yield is 0.520. (6) The reactants are [C:1]([O:5][C:6]([NH:8][C@@H:9]([C:13]([CH3:16])([CH3:15])[CH3:14])[C:10]([OH:12])=[O:11])=[O:7])([CH3:4])([CH3:3])[CH3:2].CCN(C(C)C)C(C)C.Br[CH2:27][C:28]([C:30]1[CH:35]=[CH:34][C:33]([Br:36])=[CH:32][CH:31]=1)=[O:29]. The catalyst is C(#N)C.CCOC(C)=O. The product is [C:1]([O:5][C:6]([NH:8][C@@H:9]([C:13]([CH3:16])([CH3:15])[CH3:14])[C:10]([O:12][CH2:27][C:28]([C:30]1[CH:35]=[CH:34][C:33]([Br:36])=[CH:32][CH:31]=1)=[O:29])=[O:11])=[O:7])([CH3:4])([CH3:3])[CH3:2]. The yield is 1.00. (7) The catalyst is C(Cl)Cl. The product is [Br:39][C:13]1[CH:14]=[C:15]([CH2:18][N:19]([C:31]2[CH:36]=[CH:35][C:34]([Cl:37])=[C:33]([Cl:38])[CH:32]=2)[C:20]2[S:21][CH:22]=[C:23]([C:25]3[CH:26]=[CH:27][CH:28]=[CH:29][CH:30]=3)[N:24]=2)[CH:16]=[CH:17][C:12]=1[C:9]([P:4](=[O:3])([OH:5])[OH:8])([F:10])[F:11]. The reactants are C([O:3][P:4]([C:9]([C:12]1[CH:17]=[CH:16][C:15]([CH2:18][N:19]([C:31]2[CH:36]=[CH:35][C:34]([Cl:37])=[C:33]([Cl:38])[CH:32]=2)[C:20]2[S:21][CH:22]=[C:23]([C:25]3[CH:30]=[CH:29][CH:28]=[CH:27][CH:26]=3)[N:24]=2)=[CH:14][C:13]=1[Br:39])([F:11])[F:10])(=[O:8])[O:5]CC)C.C[Si](N([Si](C)(C)C)C(=O)C(F)(F)F)(C)C.I[Si](C)(C)C. The yield is 0.990.